This data is from Reaction yield outcomes from USPTO patents with 853,638 reactions. The task is: Predict the reaction yield, written as a fraction of the theoretical maximum amount of product (1.0 means a 100% yield; for example, 0.34 means a 34% yield). (1) The reactants are C(N(C(C)C)CC)(C)C.[C:10]([O:14][C:15](=[O:23])[NH:16][CH:17]1[CH2:22][CH2:21][NH:20][CH2:19][CH2:18]1)([CH3:13])([CH3:12])[CH3:11].Cl[S:25]([C:28]1[CH:36]=[CH:35][C:31]([C:32]([OH:34])=[O:33])=[CH:30][CH:29]=1)(=[O:27])=[O:26]. The catalyst is C1COCC1. The product is [C:10]([O:14][C:15]([NH:16][CH:17]1[CH2:22][CH2:21][N:20]([S:25]([C:28]2[CH:29]=[CH:30][C:31]([C:32]([OH:34])=[O:33])=[CH:35][CH:36]=2)(=[O:27])=[O:26])[CH2:19][CH2:18]1)=[O:23])([CH3:13])([CH3:11])[CH3:12]. The yield is 0.960. (2) The reactants are [NH2:1][C:2]1[CH:3]=[C:4]2[C:8](=[CH:9][CH:10]=1)[N:7]([CH2:11][CH2:12][N:13]([CH2:16][CH3:17])[CH2:14][CH3:15])[CH:6]=[CH:5]2.[S:18]1[CH:22]=[C:21]([S:23](Cl)(=[O:25])=[O:24])[C:20]2[CH:27]=[CH:28][CH:29]=[CH:30][C:19]1=2. No catalyst specified. The product is [CH2:14]([N:13]([CH2:16][CH3:17])[CH2:12][CH2:11][N:7]1[C:8]2[C:4](=[CH:3][C:2]([NH:1][S:23]([C:21]3[C:20]4[CH:27]=[CH:28][CH:29]=[CH:30][C:19]=4[S:18][CH:22]=3)(=[O:24])=[O:25])=[CH:10][CH:9]=2)[CH:5]=[CH:6]1)[CH3:15]. The yield is 0.430.